The task is: Regression. Given a peptide amino acid sequence and an MHC pseudo amino acid sequence, predict their binding affinity value. This is MHC class II binding data.. This data is from Peptide-MHC class II binding affinity with 134,281 pairs from IEDB. (1) The peptide sequence is SWLNLAAHHPLRMVL. The MHC is DRB1_0301 with pseudo-sequence DRB1_0301. The binding affinity (normalized) is 0.594. (2) The peptide sequence is YVGHDEFDAFVAYHI. The MHC is DRB4_0101 with pseudo-sequence DRB4_0103. The binding affinity (normalized) is 0.568.